Dataset: Full USPTO retrosynthesis dataset with 1.9M reactions from patents (1976-2016). Task: Predict the reactants needed to synthesize the given product. (1) Given the product [Cl:1][CH2:2]/[CH:7]=[CH:6]\[CH2:5][N:25]1[C:21](=[O:31])[C:22]2=[CH:30][CH:29]=[CH:28][CH:27]=[C:23]2[C:24]1=[O:26], predict the reactants needed to synthesize it. The reactants are: [Cl:1][C:2]1C=C[C:5](C)=[C:6](N2CCN(C/C=C\CN)CC2)[CH:7]=1.[K].[C:21]1(=[O:31])[NH:25][C:24](=[O:26])[C:23]2=[CH:27][CH:28]=[CH:29][CH:30]=[C:22]12. (2) Given the product [C:23]1([CH3:28])[CH:22]=[CH:21][C:26]([O:27][CH2:2][C:3]2[NH:10][C:8](=[O:9])[C:7]3[CH:11]=[CH:12][N:13]=[CH:14][C:6]=3[N:5]=2)=[CH:25][CH:24]=1, predict the reactants needed to synthesize it. The reactants are: Cl[CH2:2][C:3]([NH:5][C:6]1[CH:14]=[N:13][CH:12]=[CH:11][C:7]=1[C:8]([NH2:10])=[O:9])=O.C([O-])([O-])=O.[Cs+].[Cs+].[CH:21]1[C:26]([OH:27])=[CH:25][CH:24]=[C:23]([CH3:28])[CH:22]=1. (3) The reactants are: C(Cl)CCl.[Br:5][C:6]1[CH:7]=[C:8]([NH2:13])[CH:9]=[N:10][C:11]=1[CH3:12].[C:14]([C:16]([C:19]1[CH:20]=[C:21]([CH:25]=[CH:26][N:27]=1)[C:22](O)=[O:23])([CH3:18])[CH3:17])#[N:15].C1C=NC2N(O)N=NC=2C=1. Given the product [Br:5][C:6]1[CH:7]=[C:8]([NH:13][C:22](=[O:23])[C:21]2[CH:25]=[CH:26][N:27]=[C:19]([C:16]([C:14]#[N:15])([CH3:17])[CH3:18])[CH:20]=2)[CH:9]=[N:10][C:11]=1[CH3:12], predict the reactants needed to synthesize it. (4) Given the product [CH:28]1[C:29]2[C:34](=[CH:33][CH:32]=[CH:31][CH:30]=2)[CH:35]=[C:26]([C:21]2[CH:20]=[C:19]([NH:18][C:14]3[C:15]4[CH2:16][CH2:17][NH:8][CH2:9][C:10]=4[CH:11]=[CH:12][N:13]=3)[CH:24]=[CH:23][C:22]=2[CH3:25])[N:27]=1, predict the reactants needed to synthesize it. The reactants are: C([N:8]1[CH2:17][CH2:16][C:15]2[C:14]([NH:18][C:19]3[CH:24]=[CH:23][C:22]([CH3:25])=[C:21]([C:26]4[N:27]=[CH:28][C:29]5[C:34]([CH:35]=4)=[CH:33][CH:32]=[CH:31][CH:30]=5)[CH:20]=3)=[N:13][CH:12]=[CH:11][C:10]=2[CH2:9]1)C1C=CC=CC=1.CCN(C(C)C)C(C)C.C(Cl)(=O)OC(Cl)C. (5) Given the product [Cl:25][C:19]1[CH:20]=[CH:21][CH:22]=[C:23]2[C:18]=1[C:17](=[O:26])[N:16]([C:27]1[CH:28]=[CH:29][CH:30]=[CH:31][CH:32]=1)[C:15]([C@@H:13]([NH:12][C:6]1[C:5]([N+:9]([O-:11])=[O:10])=[CH:4][N:3]=[C:2]([Cl:1])[N:7]=1)[CH3:14])=[CH:24]2, predict the reactants needed to synthesize it. The reactants are: [Cl:1][C:2]1[N:7]=[C:6](Cl)[C:5]([N+:9]([O-:11])=[O:10])=[CH:4][N:3]=1.[NH2:12][C@H:13]([C:15]1[N:16]([C:27]2[CH:32]=[CH:31][CH:30]=[CH:29][CH:28]=2)[C:17](=[O:26])[C:18]2[C:23]([CH:24]=1)=[CH:22][CH:21]=[CH:20][C:19]=2[Cl:25])[CH3:14].CCN(C(C)C)C(C)C. (6) Given the product [CH3:1][CH2:2][CH2:3][CH3:4].[C:4]1(=[O:5])[O:6][C:1](=[O:7])[CH:2]=[CH:3]1, predict the reactants needed to synthesize it. The reactants are: [C:1]1(=[O:7])[O:6][C:4](=[O:5])[CH:3]=[CH:2]1. (7) Given the product [Cl:16][C:4]1[CH:5]=[C:6]([OH:8])[CH:7]=[C:2]([Cl:1])[C:3]=1[O:17][CH2:18][CH:19]1[CH2:24][CH2:23][N:22]([C:25]2[CH:30]=[CH:29][C:28]([C:31]([F:34])([F:33])[F:32])=[CH:27][N:26]=2)[CH2:21][CH2:20]1, predict the reactants needed to synthesize it. The reactants are: [Cl:1][C:2]1[CH:7]=[C:6]([O:8]CC2C=CC=CC=2)[CH:5]=[C:4]([Cl:16])[C:3]=1[O:17][CH2:18][CH:19]1[CH2:24][CH2:23][N:22]([C:25]2[CH:30]=[CH:29][C:28]([C:31]([F:34])([F:33])[F:32])=[CH:27][N:26]=2)[CH2:21][CH2:20]1.[H][H]. (8) The reactants are: [Si:1]([N:18]1[C@H:21]([CH2:22][OH:23])[CH2:20][C:19]1=[O:24])([C:14]([CH3:17])([CH3:16])[CH3:15])([C:8]1[CH:13]=[CH:12][CH:11]=[CH:10][CH:9]=1)[C:2]1[CH:7]=[CH:6][CH:5]=[CH:4][CH:3]=1.CC(OI1(OC(C)=O)(OC(C)=O)OC(=O)C2C=CC=CC1=2)=O.[O-]S([O-])(=S)=O.[Na+].[Na+].C([O-])(O)=O.[Na+]. Given the product [Si:1]([N:18]1[C:19](=[O:24])[CH2:20][C@H:21]1[CH:22]=[O:23])([C:14]([CH3:17])([CH3:16])[CH3:15])([C:8]1[CH:13]=[CH:12][CH:11]=[CH:10][CH:9]=1)[C:2]1[CH:7]=[CH:6][CH:5]=[CH:4][CH:3]=1, predict the reactants needed to synthesize it.